From a dataset of Forward reaction prediction with 1.9M reactions from USPTO patents (1976-2016). Predict the product of the given reaction. (1) Given the reactants [F:1][C:2]1[C:7]([O:8][CH3:9])=[CH:6][C:5]([O:10][CH3:11])=[C:4]([F:12])[C:3]=1[N:13]1[CH2:18][C:17]2[CH:19]=[N:20][C:21]3[N:25](S(C4C=CC=CC=4)(=O)=O)[C:24]([CH2:35][CH2:36][N:37]4[CH2:42][CH2:41][O:40][CH2:39][CH2:38]4)=[CH:23][C:22]=3[C:16]=2[N:15]([CH2:43][CH2:44][OH:45])[C:14]1=[O:46].[F-].C([N+](CCCC)(CCCC)CCCC)CCC, predict the reaction product. The product is: [F:12][C:4]1[C:5]([O:10][CH3:11])=[CH:6][C:7]([O:8][CH3:9])=[C:2]([F:1])[C:3]=1[N:13]1[CH2:18][C:17]2[CH:19]=[N:20][C:21]3[NH:25][C:24]([CH2:35][CH2:36][N:37]4[CH2:42][CH2:41][O:40][CH2:39][CH2:38]4)=[CH:23][C:22]=3[C:16]=2[N:15]([CH2:43][CH2:44][OH:45])[C:14]1=[O:46]. (2) Given the reactants O[N:2]=[C:3]([C:9](=[O:17])[CH2:10][CH2:11][C:12]([O:14][CH2:15][CH3:16])=[O:13])[C:4]([O:6][CH2:7][CH3:8])=[O:5].[C:18](OC(=O)C)(=[O:20])[CH3:19], predict the reaction product. The product is: [C:18]([NH:2][CH:3]([C:9](=[O:17])[CH2:10][CH2:11][C:12]([O:14][CH2:15][CH3:16])=[O:13])[C:4]([O:6][CH2:7][CH3:8])=[O:5])(=[O:20])[CH3:19]. (3) Given the reactants Br[C:2]1[CH:3]=[C:4]([N:8]2[CH:12]=[CH:11][CH:10]=[CH:9]2)[CH:5]=[CH:6][CH:7]=1.C1(N)CCCCC1N.[NH:21]1[C:25]2=[N:26][CH:27]=[N:28][C:29]([NH2:30])=[C:24]2[CH:23]=[N:22]1.P([O-])([O-])([O-])=O.[K+].[K+].[K+], predict the reaction product. The product is: [N:8]1([C:4]2[CH:3]=[C:2]([N:21]3[C:25]4=[N:26][CH:27]=[N:28][C:29]([NH2:30])=[C:24]4[CH:23]=[N:22]3)[CH:7]=[CH:6][CH:5]=2)[CH:12]=[CH:11][CH:10]=[CH:9]1. (4) Given the reactants [OH:1][C:2]1[CH:9]=[CH:8][C:5]([CH:6]=[O:7])=[CH:4][CH:3]=1.[CH2:10]([N:12]1[CH2:17][CH2:16][NH:15][CH2:14][CH2:13]1)[CH3:11].[CH2:18]=O, predict the reaction product. The product is: [CH2:10]([N:12]1[CH2:17][CH2:16][N:15]([CH2:18][C:3]2[CH:4]=[C:5]([CH:8]=[CH:9][C:2]=2[OH:1])[CH:6]=[O:7])[CH2:14][CH2:13]1)[CH3:11].